This data is from Reaction yield outcomes from USPTO patents with 853,638 reactions. The task is: Predict the reaction yield, written as a fraction of the theoretical maximum amount of product (1.0 means a 100% yield; for example, 0.34 means a 34% yield). The reactants are [CH3:1]I.[F:3][C:4]1[CH:5]=[C:6]([C:11]2[N:12]([CH3:17])[C:13](=[S:16])[NH:14][N:15]=2)[CH:7]=[C:8]([F:10])[CH:9]=1.[OH-].[Na+]. The catalyst is CC(C)=O.O. The product is [F:10][C:8]1[CH:7]=[C:6]([C:11]2[N:12]([CH3:17])[C:13]([S:16][CH3:1])=[N:14][N:15]=2)[CH:5]=[C:4]([F:3])[CH:9]=1. The yield is 0.930.